Dataset: Full USPTO retrosynthesis dataset with 1.9M reactions from patents (1976-2016). Task: Predict the reactants needed to synthesize the given product. (1) Given the product [Br:1][C:2]1[CH:9]=[CH:8][CH:7]=[CH:6][C:3]=1[CH:4]([OH:5])[CH2:15][CH2:16][CH2:17][CH2:18][CH2:19][CH3:20], predict the reactants needed to synthesize it. The reactants are: [Br:1][C:2]1[CH:9]=[CH:8][CH:7]=[CH:6][C:3]=1[CH:4]=[O:5].O1CCCC1.[CH2:15]([Mg]Br)[CH2:16][CH2:17][CH2:18][CH2:19][CH3:20].CCOCC. (2) Given the product [CH2:1]([O:3][C:4]1[CH:5]=[C:6]([C:13]2[N:17]([CH3:18])[CH:16]=[N:15][N:14]=2)[CH:7]=[CH:8][C:9]=1[NH2:10])[CH3:2], predict the reactants needed to synthesize it. The reactants are: [CH2:1]([O:3][C:4]1[CH:5]=[C:6]([C:13]2[N:17]([CH3:18])[CH:16]=[N:15][N:14]=2)[CH:7]=[CH:8][C:9]=1[N+:10]([O-])=O)[CH3:2]. (3) Given the product [CH3:1][O:2][C:3](=[O:29])/[CH:4]=[CH:5]/[C:6]1[CH:7]=[CH:8][C:9]2[O:26][C:13]3([CH2:18][CH2:17][CH2:16][N:15]([CH2:19][CH2:36][C:30]4[CH:35]=[CH:34][CH:33]=[CH:32][CH:31]=4)[CH2:14]3)[NH:12][C:11](=[O:27])[C:10]=2[CH:28]=1, predict the reactants needed to synthesize it. The reactants are: [CH3:1][O:2][C:3](=[O:29])/[CH:4]=[CH:5]/[C:6]1[CH:7]=[CH:8][C:9]2[O:26][C:13]3([CH2:18][CH2:17][CH2:16][N:15]([C:19](OC(C)(C)C)=O)[CH2:14]3)[NH:12][C:11](=[O:27])[C:10]=2[CH:28]=1.[C:30]1([CH2:36]C=O)[CH:35]=[CH:34][CH:33]=[CH:32][CH:31]=1.[BH3-]C#N.[Na+]. (4) The reactants are: [F:1][C:2]1[CH:9]=[CH:8][C:5]([C:6]#[N:7])=[C:4]([S:10]([CH3:13])(=[O:12])=[O:11])[CH:3]=1.Cl.[CH3:15][NH:16][OH:17].C(=O)([O-])[O-].[Na+].[Na+].[C:24]([C:31]([O:33][CH2:34][CH3:35])=[O:32])#[C:25][C:26]([O:28][CH2:29][CH3:30])=[O:27]. Given the product [CH2:34]([O:33][C:31]([C:24]1([CH2:25][C:26]([O:28][CH2:29][CH3:30])=[O:27])[O:17][N:16]([CH3:15])[C:6]([C:5]2[CH:8]=[CH:9][C:2]([F:1])=[CH:3][C:4]=2[S:10]([CH3:13])(=[O:12])=[O:11])=[N:7]1)=[O:32])[CH3:35], predict the reactants needed to synthesize it. (5) The reactants are: [CH3:1][C:2]1[CH:3]=[C:4]2[C:10]3([CH2:15][CH2:14][N:13]([CH2:16]/[CH:17]=[CH:18]/[C:19]4[CH:24]=[CH:23][C:22]([Cl:25])=[CH:21][CH:20]=4)[CH2:12][CH2:11]3)[CH2:9][NH:8][C:5]2=[CH:6][CH:7]=1.[CH2:26]1[CH2:30][O:29][CH2:28][CH2:27]1. Given the product [C:5]([C:4]1[CH:28]=[CH:27][C:26]([C:30]([N:8]2[C:5]3[C:4](=[CH:3][C:2]([CH3:1])=[CH:7][CH:6]=3)[C:10]3([CH2:15][CH2:14][N:13]([CH2:16]/[CH:17]=[CH:18]/[C:19]4[CH:20]=[CH:21][C:22]([Cl:25])=[CH:23][CH:24]=4)[CH2:12][CH2:11]3)[CH2:9]2)=[O:29])=[CH:2][CH:3]=1)#[N:8], predict the reactants needed to synthesize it. (6) Given the product [CH2:1]([O:7][C:8]1[CH:13]=[CH:12][C:11]([C:14]2[CH:15]=[C:16]([C:19]([OH:23])=[O:20])[S:17][CH:18]=2)=[CH:10][CH:9]=1)[CH2:2][CH2:3][CH2:4][CH2:5][CH3:6], predict the reactants needed to synthesize it. The reactants are: [CH2:1]([O:7][C:8]1[CH:13]=[CH:12][C:11]([C:14]2[CH:15]=[C:16]([CH:19]=[O:20])[S:17][CH:18]=2)=[CH:10][CH:9]=1)[CH2:2][CH2:3][CH2:4][CH2:5][CH3:6].C([OH:23])C.[OH-].[Na+]. (7) Given the product [ClH:42].[O:1]1[C:5]2[CH:6]=[CH:7][C:8]([C:10]3[S:18][C:17]4[C:16](=[O:19])[N:15]([CH:20]5[CH2:25][CH2:24][NH:23][CH2:22][CH2:21]5)[C:14](=[O:33])[N:13]([CH2:34][C:35]5[O:39][N:38]=[C:37]([CH2:40][CH3:41])[N:36]=5)[C:12]=4[CH:11]=3)=[CH:9][C:4]=2[O:3][CH2:2]1, predict the reactants needed to synthesize it. The reactants are: [O:1]1[C:5]2[CH:6]=[CH:7][C:8]([C:10]3[S:18][C:17]4[C:16](=[O:19])[N:15]([CH:20]5[CH2:25][CH2:24][N:23](C(OC(C)(C)C)=O)[CH2:22][CH2:21]5)[C:14](=[O:33])[N:13]([CH2:34][C:35]5[O:39][N:38]=[C:37]([CH2:40][CH3:41])[N:36]=5)[C:12]=4[CH:11]=3)=[CH:9][C:4]=2[O:3][CH2:2]1.[ClH:42].